Dataset: CYP2C19 inhibition data for predicting drug metabolism from PubChem BioAssay. Task: Regression/Classification. Given a drug SMILES string, predict its absorption, distribution, metabolism, or excretion properties. Task type varies by dataset: regression for continuous measurements (e.g., permeability, clearance, half-life) or binary classification for categorical outcomes (e.g., BBB penetration, CYP inhibition). Dataset: cyp2c19_veith. (1) The molecule is CN(C)c1ncc2ncc(=O)n(C)c2n1. The result is 0 (non-inhibitor). (2) The result is 1 (inhibitor). The molecule is COc1ccc(-n2c(=O)c(CCc3ccccc3)nc3cncnc32)cc1. (3) The compound is Cc1nnc(NC(=O)c2oc3c(ccc4ccccc43)c2C)s1. The result is 1 (inhibitor). (4) The result is 1 (inhibitor). The compound is O=C(c1cc(Cl)c(=O)n(Cc2ccc(Cl)cc2)c1)N1CCOCC1. (5) The molecule is c1ccc(CN2CC[C@@H](CNc3ncnc4ccccc34)C2)cc1. The result is 0 (non-inhibitor). (6) The compound is NNC(=O)c1cn2ccccc2n1. The result is 0 (non-inhibitor). (7) The molecule is Cc1nc2ccccc2n1CC(=O)N/N=C\C=C\c1ccccc1. The result is 1 (inhibitor). (8) The drug is COc1ccc(C[C@H]2NC[C@H](O)[C@@H]2OC(C)=O)cc1. The result is 1 (inhibitor). (9) The drug is CS(=O)(=O)O.Cc1ccc2c(c1)c1c3n2CCN[C@H]3CCC1. The result is 0 (non-inhibitor).